The task is: Predict the reaction yield, written as a fraction of the theoretical maximum amount of product (1.0 means a 100% yield; for example, 0.34 means a 34% yield).. This data is from Reaction yield outcomes from USPTO patents with 853,638 reactions. (1) The reactants are [C:1]([C:3]1[CH:4]=[C:5]([CH:9]=[CH:10][C:11]=1[O:12][CH2:13][CH3:14])[C:6]([OH:8])=O)#[N:2].C1C=CC2N(O)N=NC=2C=1.CCN=C=NCCCN(C)C.O[N:37]=[C:38]([C:40]1[C:41]2[CH2:42][CH2:43][CH:44]([OH:49])[C:45]=2[CH:46]=[CH:47][CH:48]=1)[NH2:39].[Na+].[Cl-]. The catalyst is CN(C=O)C. The product is [CH2:13]([O:12][C:11]1[CH:10]=[CH:9][C:5]([C:6]2[O:8][N:39]=[C:38]([C:40]3[CH:48]=[CH:47][CH:46]=[C:45]4[C:41]=3[CH2:42][CH2:43][CH:44]4[OH:49])[N:37]=2)=[CH:4][C:3]=1[C:1]#[N:2])[CH3:14]. The yield is 0.790. (2) The reactants are [N:1]1([C:6]2[CH:14]=[CH:13][CH:12]=[C:11]3[C:7]=2[C:8]([NH2:15])=[N:9][NH:10]3)[CH:5]=[N:4][CH:3]=[N:2]1.CC1(C)OC(=O)[CH:20]([C:24]([CH:26]2[CH2:31][CH2:30][N:29]([C:32]([O:34][C:35]([CH3:38])([CH3:37])[CH3:36])=[O:33])[CH2:28][CH2:27]2)=O)[C:19](=O)[O:18]1.P([O-])([O-])([O-])=O.[K+].[K+].[K+].Cl. The catalyst is C(#N)C.O. The product is [O:18]=[C:19]1[CH:20]=[C:24]([CH:26]2[CH2:31][CH2:30][N:29]([C:32]([O:34][C:35]([CH3:38])([CH3:37])[CH3:36])=[O:33])[CH2:28][CH2:27]2)[N:9]2[N:10]=[C:11]3[C:7]([C:6]([N:1]4[CH:5]=[N:4][CH:3]=[N:2]4)=[CH:14][CH:13]=[CH:12]3)=[C:8]2[NH:15]1. The yield is 0.230.